This data is from Full USPTO retrosynthesis dataset with 1.9M reactions from patents (1976-2016). The task is: Predict the reactants needed to synthesize the given product. (1) The reactants are: Cl.[Cl:2][C:3]1[C:4]([F:11])=[C:5]([NH:9]N)[CH:6]=[CH:7][CH:8]=1.[CH3:12][O:13][C:14](=[O:24])[C:15]1[CH:20]=[CH:19][C:18]([C:21](=O)[CH3:22])=[CH:17][CH:16]=1.C(O)(=O)C. Given the product [CH3:12][O:13][C:14](=[O:24])[C:15]1[CH:20]=[CH:19][C:18]([C:21]2[NH:9][C:5]3[C:6]([CH:22]=2)=[CH:7][CH:8]=[C:3]([Cl:2])[C:4]=3[F:11])=[CH:17][CH:16]=1, predict the reactants needed to synthesize it. (2) Given the product [C:1]([C:3]1[C:8]([NH:11][CH:12]2[CH2:13][C:14]([CH3:21])([CH3:22])[N:15]([CH3:20])[C:16]([CH3:19])([CH3:18])[CH2:17]2)=[CH:7][C:6]([F:10])=[CH:5][N:4]=1)#[N:2], predict the reactants needed to synthesize it. The reactants are: [C:1]([C:3]1[C:8](F)=[CH:7][C:6]([F:10])=[CH:5][N:4]=1)#[N:2].[NH2:11][CH:12]1[CH2:17][C:16]([CH3:19])([CH3:18])[N:15]([CH3:20])[C:14]([CH3:22])([CH3:21])[CH2:13]1.C(=O)([O-])[O-].[K+].[K+].O. (3) Given the product [Si:25]([O:5][CH2:4][CH:3]([NH:6][C:7](=[O:13])[O:8][C:9]([CH3:11])([CH3:10])[CH3:12])[C:2]([F:14])([F:15])[F:1])([C:21]([CH3:24])([CH3:23])[CH3:22])([C:32]1[CH:33]=[CH:34][CH:35]=[CH:36][CH:37]=1)[C:26]1[CH:31]=[CH:30][CH:29]=[CH:28][CH:27]=1, predict the reactants needed to synthesize it. The reactants are: [F:1][C:2]([F:15])([F:14])[CH:3]([NH:6][C:7](=[O:13])[O:8][C:9]([CH3:12])([CH3:11])[CH3:10])[CH2:4][OH:5].N1C=CN=C1.[C:21]([Si:25](Cl)([C:32]1[CH:37]=[CH:36][CH:35]=[CH:34][CH:33]=1)[C:26]1[CH:31]=[CH:30][CH:29]=[CH:28][CH:27]=1)([CH3:24])([CH3:23])[CH3:22].